Dataset: Forward reaction prediction with 1.9M reactions from USPTO patents (1976-2016). Task: Predict the product of the given reaction. The product is: [Cl:18][CH2:13][C:4]1[C:5]2[O:9][C:8]([CH3:11])([CH3:10])[CH2:7][C:6]=2[CH:12]=[C:2]([F:1])[C:3]=1[F:15]. Given the reactants [F:1][C:2]1[C:3]([F:15])=[C:4]([CH2:13]O)[C:5]2[O:9][C:8]([CH3:11])([CH3:10])[CH2:7][C:6]=2[CH:12]=1.O=S(Cl)[Cl:18], predict the reaction product.